Dataset: Full USPTO retrosynthesis dataset with 1.9M reactions from patents (1976-2016). Task: Predict the reactants needed to synthesize the given product. (1) Given the product [CH3:1][C:2]1[CH:3]=[CH:4][C:5]([S:8]([O:11][CH2:12][CH:13]2[CH2:17][C:16]3[CH:18]=[C:19]([Cl:30])[CH:20]=[C:21]([C:33]4[CH:34]=[CH:35][S:31][CH:32]=4)[C:15]=3[O:14]2)(=[O:10])=[O:9])=[CH:6][CH:7]=1, predict the reactants needed to synthesize it. The reactants are: [CH3:1][C:2]1[CH:7]=[CH:6][C:5]([S:8]([O:11][CH2:12][CH:13]2[CH2:17][C:16]3[CH:18]=[C:19]([Cl:30])[CH:20]=[C:21](OS(C(F)(F)F)(=O)=O)[C:15]=3[O:14]2)(=[O:10])=[O:9])=[CH:4][CH:3]=1.[S:31]1[CH:35]=[CH:34][C:33](B(O)O)=[CH:32]1.C(=O)([O-])[O-].[K+].[K+]. (2) Given the product [OH:2][CH2:3][CH2:4][CH2:5][CH:6]1[CH2:11][CH2:10][N:9]([C:12]([O:14][C:15]([CH3:18])([CH3:17])[CH3:16])=[O:13])[CH2:8][CH2:7]1, predict the reactants needed to synthesize it. The reactants are: C[O:2][C:3](=O)[CH2:4][CH2:5][CH:6]1[CH2:11][CH2:10][N:9]([C:12]([O:14][C:15]([CH3:18])([CH3:17])[CH3:16])=[O:13])[CH2:8][CH2:7]1.OCC1CCN(C(OC(C)(C)C)=O)CC1.CC(C[AlH]CC(C)C)C.C(C(C(C([O-])=O)O)O)([O-])=O.[Na+].[K+].